Dataset: Forward reaction prediction with 1.9M reactions from USPTO patents (1976-2016). Task: Predict the product of the given reaction. Given the reactants Cl.[F:2][C:3]1[CH:16]=[CH:15][C:6]([C:7]([CH:9]2[CH2:14][CH2:13][NH:12][CH2:11][CH2:10]2)=[O:8])=[CH:5][CH:4]=1.C(N(CC)CC)C.[F:24][C:25]1[CH:30]=[CH:29][C:28]([N:31]=[C:32]=[S:33])=[CH:27][CH:26]=1, predict the reaction product. The product is: [F:24][C:25]1[CH:30]=[CH:29][C:28]([NH:31][C:32]([N:12]2[CH2:13][CH2:14][CH:9]([C:7](=[O:8])[C:6]3[CH:5]=[CH:4][C:3]([F:2])=[CH:16][CH:15]=3)[CH2:10][CH2:11]2)=[S:33])=[CH:27][CH:26]=1.